From a dataset of Reaction yield outcomes from USPTO patents with 853,638 reactions. Predict the reaction yield, written as a fraction of the theoretical maximum amount of product (1.0 means a 100% yield; for example, 0.34 means a 34% yield). (1) The reactants are [CH2:1]([CH:3]1[C:16]2[C:11](=[CH:12][CH:13]=[CH:14][CH:15]=2)[C:10]2[CH:9]=[CH:8][CH:7]=[CH:6][C:5]=2[N:4]1[S:17]([C:20]1[CH:25]=[CH:24][C:23]([O:26]C)=[CH:22][CH:21]=1)(=[O:19])=[O:18])[CH3:2].B(Br)(Br)Br. The catalyst is ClCCl. The product is [CH2:1]([CH:3]1[C:16]2[C:11](=[CH:12][CH:13]=[CH:14][CH:15]=2)[C:10]2[CH:9]=[CH:8][CH:7]=[CH:6][C:5]=2[N:4]1[S:17]([C:20]1[CH:21]=[CH:22][C:23]([OH:26])=[CH:24][CH:25]=1)(=[O:19])=[O:18])[CH3:2]. The yield is 1.00. (2) The product is [CH3:13][O:12][C:10](=[O:11])[CH2:9][C:8]1[C:3]([C:1]#[C:2][C:26]2[C:27]([C:28]([F:29])([F:30])[F:31])=[CH:22][N:23]=[C:24]([NH:32][C:33]3[CH:38]=[CH:37][C:36]([CH:39]4[CH2:40][CH2:41][N:42]([C:45]([O:47][C:48]([CH3:51])([CH3:50])[CH3:49])=[O:46])[CH2:43][CH2:44]4)=[CH:35][CH:34]=3)[N:25]=2)=[N:4][CH:5]=[CH:6][CH:7]=1. The yield is 0.720. The reactants are [C:1]([C:3]1[C:8]([CH2:9][C:10]([O:12][CH3:13])=[O:11])=[CH:7][CH:6]=[CH:5][N:4]=1)#[CH:2].C(N(CC)CC)C.Cl[C:22]1[C:27]([C:28]([F:31])([F:30])[F:29])=[CH:26][N:25]=[C:24]([NH:32][C:33]2[CH:38]=[CH:37][C:36]([CH:39]3[CH2:44][CH2:43][N:42]([C:45]([O:47][C:48]([CH3:51])([CH3:50])[CH3:49])=[O:46])[CH2:41][CH2:40]3)=[CH:35][CH:34]=2)[N:23]=1.C1(P(C2C=CC=CC=2)C2C=CC=CC=2)C=CC=CC=1. The catalyst is CN(C)C=O.CCOC(C)=O.Cl[Pd](Cl)([P](C1C=CC=CC=1)(C1C=CC=CC=1)C1C=CC=CC=1)[P](C1C=CC=CC=1)(C1C=CC=CC=1)C1C=CC=CC=1. (3) The reactants are [Li]CCCC.Br[C:7]1[CH:12]=[CH:11][CH:10]=[C:9]([Br:13])[CH:8]=1.[Br:14][C:15]1[CH:16]=[C:17]([CH:20]=[CH:21][CH:22]=1)[CH:18]=[O:19]. The catalyst is C1COCC1. The product is [Br:13][C:9]1[CH:8]=[C:7]([CH:18]([C:17]2[CH:20]=[CH:21][CH:22]=[C:15]([Br:14])[CH:16]=2)[OH:19])[CH:12]=[CH:11][CH:10]=1. The yield is 0.580. (4) The yield is 0.243. The catalyst is CN(C)C(=O)C.C(O)C.O.C1C=CC(/C=C/C(/C=C/C2C=CC=CC=2)=O)=CC=1.C1C=CC(/C=C/C(/C=C/C2C=CC=CC=2)=O)=CC=1.C1C=CC(/C=C/C(/C=C/C2C=CC=CC=2)=O)=CC=1.[Pd].[Pd].C(Cl)Cl. The product is [Cl:18][C:19]1[CH:24]=[CH:23][CH:22]=[C:21]([O:25][CH3:26])[C:20]=1[C:2]1[CH:3]=[C:4]2[C:9](=[CH:10][CH:11]=1)[N:8]=[CH:7][N:6]([C:12](=[O:16])[CH2:13][CH2:14][OH:15])[C:5]2=[O:17]. The reactants are Br[C:2]1[CH:3]=[C:4]2[C:9](=[CH:10][CH:11]=1)[N:8]=[CH:7][N:6]([C:12](=[O:16])[CH2:13][CH2:14][OH:15])[C:5]2=[O:17].[Cl:18][C:19]1[CH:24]=[CH:23][CH:22]=[C:21]([O:25][CH3:26])[C:20]=1B(O)O.C(=O)([O-])[O-].[K+].[K+].C1(P(C2C=CC=CC=2)C2C=CC=CC=2)C=CC=CC=1.C(=O)(O)[O-]. (5) The reactants are [CH3:1][S:2]([C:5]1[CH:10]=[CH:9][C:8]([C:11]2[N:12]=[CH:13][C:14]([OH:17])=[N:15][CH:16]=2)=[CH:7][CH:6]=1)(=[O:4])=[O:3].[CH3:18][CH:19]([N:21]1[N:25]=[N:24][C:23]([N:26]2[CH2:31][CH2:30][CH:29]([C@H:32](O)[CH3:33])[CH2:28][CH2:27]2)=[N:22]1)[CH3:20]. No catalyst specified. The product is [CH3:20][CH:19]([N:21]1[N:25]=[N:24][C:23]([N:26]2[CH2:31][CH2:30][CH:29]([C@@H:32]([O:17][C:14]3[CH:13]=[N:12][C:11]([C:8]4[CH:7]=[CH:6][C:5]([S:2]([CH3:1])(=[O:3])=[O:4])=[CH:10][CH:9]=4)=[CH:16][N:15]=3)[CH3:33])[CH2:28][CH2:27]2)=[N:22]1)[CH3:18]. The yield is 0.580.